From a dataset of Full USPTO retrosynthesis dataset with 1.9M reactions from patents (1976-2016). Predict the reactants needed to synthesize the given product. Given the product [CH3:9][O:8][C:7]1[CH:6]=[CH:5][C:4]([C:10]2[CH:15]=[CH:14][C:13]([C:16]([O:18][CH2:19][CH3:20])=[O:17])=[CH:12][CH:11]=2)=[CH:3][C:2]=1[C:28]1[CH:27]=[CH:26][CH:25]=[C:24]([N+:21]([O-:23])=[O:22])[CH:29]=1, predict the reactants needed to synthesize it. The reactants are: Br[C:2]1[CH:3]=[C:4]([C:10]2[CH:15]=[CH:14][C:13]([C:16]([O:18][CH2:19][CH3:20])=[O:17])=[CH:12][CH:11]=2)[CH:5]=[CH:6][C:7]=1[O:8][CH3:9].[N+:21]([C:24]1[CH:25]=[C:26](B(O)O)[CH:27]=[CH:28][CH:29]=1)([O-:23])=[O:22].C1(C)C=CC=CC=1P(C1C=CC=CC=1C)C1C=CC=CC=1C.C(=O)([O-])[O-].[K+].[K+].